This data is from Full USPTO retrosynthesis dataset with 1.9M reactions from patents (1976-2016). The task is: Predict the reactants needed to synthesize the given product. (1) Given the product [F:1][CH2:2][C@@H:3]1[CH2:11][C:10]2[C:5](=[CH:6][CH:7]=[CH:8][CH:9]=2)[N:4]1[C:14](=[O:15])[CH2:13][Cl:12], predict the reactants needed to synthesize it. The reactants are: [F:1][CH2:2][C@@H:3]1[CH2:11][C:10]2[C:5](=[CH:6][CH:7]=[CH:8][CH:9]=2)[NH:4]1.[Cl:12][CH2:13][C:14](Cl)=[O:15].C(N(CC)CC)C. (2) Given the product [OH:5][C:4]1[C:3]([OH:8])=[N:23][C:16]2[C:17](=[CH:18][CH:19]=[CH:20][CH:21]=2)[N:22]=1, predict the reactants needed to synthesize it. The reactants are: O.O.[C:3]([OH:8])(=O)[C:4](O)=[O:5].C(O)(=O)C(O)=O.Cl.[C:16]1([NH2:23])[CH:21]=[CH:20][CH:19]=[CH:18][C:17]=1[NH2:22].